Dataset: Full USPTO retrosynthesis dataset with 1.9M reactions from patents (1976-2016). Task: Predict the reactants needed to synthesize the given product. (1) Given the product [F:1][C:2]1[C:12]2[C:11](=[O:13])[CH:10]([C:40]([C:39]3[O:35][N:36]=[CH:37][CH:38]=3)=[O:41])[CH2:9][CH2:8][CH2:7][C:6]=2[CH:5]=[C:4]([N:14]2[CH2:18][C@H:17]([CH2:19][NH:20][C:21](=[O:23])[CH3:22])[O:16][C:15]2=[O:24])[CH:3]=1, predict the reactants needed to synthesize it. The reactants are: [F:1][C:2]1[C:12]2[C:11](=[O:13])[CH2:10][CH2:9][CH2:8][CH2:7][C:6]=2[CH:5]=[C:4]([N:14]2[CH2:18][C@H:17]([CH2:19][NH:20][C:21](=[O:23])[CH3:22])[O:16][C:15]2=[O:24])[CH:3]=1.[Li+].C[Si]([N-][Si](C)(C)C)(C)C.[O:35]1[C:39]([C:40](Cl)=[O:41])=[CH:38][CH:37]=[N:36]1. (2) The reactants are: [CH2:1]([O:3][C:4](=[O:21])[C:5]1[CH:10]=[CH:9][C:8]([Br:11])=[C:7]([CH2:12][NH:13][CH2:14][C:15]2[CH:20]=[CH:19][CH:18]=[CH:17][CH:16]=2)[CH:6]=1)[CH3:2].C(N(C(C)C)CC)(C)C.[CH:31]1([C:34](Cl)=[O:35])[CH2:33][CH2:32]1. Given the product [CH2:1]([O:3][C:4](=[O:21])[C:5]1[CH:10]=[CH:9][C:8]([Br:11])=[C:7]([CH2:12][N:13]([CH2:14][C:15]2[CH:20]=[CH:19][CH:18]=[CH:17][CH:16]=2)[C:34]([CH:31]2[CH2:33][CH2:32]2)=[O:35])[CH:6]=1)[CH3:2], predict the reactants needed to synthesize it. (3) Given the product [F:27][C:24]([F:25])([F:26])/[CH:23]=[CH:22]/[S:19]([NH:18][CH2:17][CH2:16][NH:8][C:4]1[CH:3]=[C:2]([CH3:1])[CH:7]=[CH:6][N:5]=1)(=[O:20])=[O:21], predict the reactants needed to synthesize it. The reactants are: [CH3:1][C:2]1[CH:7]=[CH:6][N:5]=[C:4]([N:8]([CH2:16][CH2:17][NH:18][S:19](/[CH:22]=[CH:23]/[C:24]([F:27])([F:26])[F:25])(=[O:21])=[O:20])C(=O)OC(C)(C)C)[CH:3]=1.Cl. (4) Given the product [Cl:18][C:19]1[CH:20]=[C:21]2[C:25](=[CH:26][CH:27]=1)[CH2:24][N:23]([C:2]1[N:7]=[C:6]([NH:8][C:9]3[CH:10]=[C:11]4[C:15](=[CH:16][CH:17]=3)[NH:14][N:13]=[CH:12]4)[CH:5]=[CH:4][N:3]=1)[CH2:22]2, predict the reactants needed to synthesize it. The reactants are: Cl[C:2]1[N:7]=[C:6]([NH:8][C:9]2[CH:10]=[C:11]3[C:15](=[CH:16][CH:17]=2)[NH:14][N:13]=[CH:12]3)[CH:5]=[CH:4][N:3]=1.[Cl:18][C:19]1[CH:20]=[C:21]2[C:25](=[CH:26][CH:27]=1)[CH2:24][NH:23][CH2:22]2.CCN(C(C)C)C(C)C. (5) Given the product [CH2:46]([N:48]([CH2:52][CH3:53])[C:49](=[O:50])[O:15][CH2:14][C@H:12]1[O:13][C@H:7]2[C@H:8]([N:9]=[C:5]([N:1]3[CH2:4][CH2:3][CH2:2]3)[S:6]2)[C@@H:10]([O:26][CH2:27][C:28]2[CH:29]=[CH:30][C:31]([O:34][CH3:35])=[CH:32][CH:33]=2)[C@@H:11]1[O:16][CH2:17][C:18]1[CH:19]=[CH:20][C:21]([O:24][CH3:25])=[CH:22][CH:23]=1)[CH3:47], predict the reactants needed to synthesize it. The reactants are: [N:1]1([C:5]2[S:6][C@H:7]3[O:13][C@H:12]([CH2:14][OH:15])[C@@H:11]([O:16][CH2:17][C:18]4[CH:23]=[CH:22][C:21]([O:24][CH3:25])=[CH:20][CH:19]=4)[C@H:10]([O:26][CH2:27][C:28]4[CH:33]=[CH:32][C:31]([O:34][CH3:35])=[CH:30][CH:29]=4)[C@H:8]3[N:9]=2)[CH2:4][CH2:3][CH2:2]1.C[Si]([N-][Si](C)(C)C)(C)C.[Na+].[CH2:46]([N:48]([CH2:52][CH3:53])[C:49](Cl)=[O:50])[CH3:47]. (6) The reactants are: Br[CH2:2][CH2:3][CH2:4][O:5][C:6]1[C:11]2[B:12]([OH:15])[O:13][CH2:14][C:10]=2[CH:9]=[CH:8][CH:7]=1.[F:16][C:17]1[CH:18]=[C:19]([N:29]2[CH2:33][CH:32]([CH2:34][NH:35][C:36](=[O:38])[CH3:37])[O:31][C:30]2=[O:39])[CH:20]=[CH:21][C:22]=1[N:23]1[CH2:28][CH2:27][NH:26][CH2:25][CH2:24]1.CCN(CC)CC.O.[ClH:48]. Given the product [ClH:48].[F:16][C:17]1[CH:18]=[C:19]([N:29]2[CH2:33][C@H:32]([CH2:34][NH:35][C:36](=[O:38])[CH3:37])[O:31][C:30]2=[O:39])[CH:20]=[CH:21][C:22]=1[N:23]1[CH2:28][CH2:27][N:26]([CH2:2][CH2:3][CH2:4][O:5][C:6]2[C:11]3[B:12]([OH:15])[O:13][CH2:14][C:10]=3[CH:9]=[CH:8][CH:7]=2)[CH2:25][CH2:24]1, predict the reactants needed to synthesize it.